Dataset: Choline transporter screen with 302,306 compounds. Task: Binary Classification. Given a drug SMILES string, predict its activity (active/inactive) in a high-throughput screening assay against a specified biological target. (1) The molecule is O=C(Nc1cc2[nH]ncc2cc1)CN(C)C. The result is 0 (inactive). (2) The compound is O=C1NCCN(C1CC(=O)NCc1n(CC)ccn1)Cc1c(OCC)cccc1. The result is 0 (inactive). (3) The result is 0 (inactive). The molecule is s1c(CNC(=O)c2c(Nc3c(ccc(c3)C)C)nccc2)ccc1. (4) The molecule is S(Cc1n(c(SCC(=O)Nc2sccn2)nn1)C)Cc1ccc(F)cc1. The result is 0 (inactive). (5) The molecule is O=C(N1CCC(CC1)C(=O)NC(CCC)C)C1CN(C(=O)C1)c1ccc(cc1)C. The result is 0 (inactive). (6) The molecule is Brc1cc(c(/N=C2\N(CCC2)c2cc(ccc2)C)cc1)C#N. The result is 0 (inactive).